Dataset: Drug-target binding data from BindingDB using IC50 measurements. Task: Regression. Given a target protein amino acid sequence and a drug SMILES string, predict the binding affinity score between them. We predict pIC50 (pIC50 = -log10(IC50 in M); higher means more potent). Dataset: bindingdb_ic50. The pIC50 is 6.1. The small molecule is COc1cc(O)c(C(CC(=O)N2C[C@@H](C)C[C@@H](C)C2)c2ccc(C)cc2)c(OC)c1. The target protein (P51449) has sequence MDRAPQRQHRASRELLAAKKTHTSQIEVIPCKICGDKSSGIHYGVITCEGCKGFFRRSQRCNAAYSCTRQQNCPIDRTSRNRCQHCRLQKCLALGMSRDAVKFGRMSKKQRDSLHAEVQKQLQQRQQQQQEPVVKTPPAGAQGADTLTYTLGLPDGQLPLGSSPDLPEASACPPGLLKASGSGPSYSNNLAKAGLNGASCHLEYSPERGKAEGRESFYSTGSQLTPDRCGLRFEEHRHPGLGELGQGPDSYGSPSFRSTPEAPYASLTEIEHLVQSVCKSYRETCQLRLEDLLRQRSNIFSREEVTGYQRKSMWEMWERCAHHLTEAIQYVVEFAKRLSGFMELCQNDQIVLLKAGAMEVVLVRMCRAYNADNRTVFFEGKYGGMELFRALGCSELISSIFDFSHSLSALHFSEDEIALYTALVLINAHRPGLQEKRKVEQLQYNLELAFHHHLCKTHRQSILAKLPPKGKLRSLCSQHVERLQIFQHLHPIVVQAAFPP....